This data is from Reaction yield outcomes from USPTO patents with 853,638 reactions. The task is: Predict the reaction yield, written as a fraction of the theoretical maximum amount of product (1.0 means a 100% yield; for example, 0.34 means a 34% yield). (1) The reactants are [C:1]([O:5][C:6]([N:8]1[CH2:13][CH2:12][C:11]([C:16]2[CH:21]=[CH:20][C:19]([Cl:22])=[CH:18][CH:17]=2)([O:14][CH3:15])[C:10](=[O:23])[CH2:9]1)=[O:7])([CH3:4])([CH3:3])[CH3:2].[CH3:24][Mg]Br. The catalyst is O1CCCC1. The product is [C:1]([O:5][C:6]([N:8]1[CH2:13][CH2:12][C:11]([C:16]2[CH:17]=[CH:18][C:19]([Cl:22])=[CH:20][CH:21]=2)([O:14][CH3:15])[C:10]([OH:23])([CH3:24])[CH2:9]1)=[O:7])([CH3:4])([CH3:2])[CH3:3]. The yield is 0.580. (2) The product is [Br:1][C:2]1[C:3]([O:16][CH2:22][CH:23]([Cl:25])[Cl:24])=[C:4]2[C:9](=[CH:10][CH:11]=1)[N:8]([C:12](=[O:14])[CH3:13])[C@@H:7]([CH3:15])[CH2:6][CH2:5]2. The yield is 0.460. The catalyst is CN(C)C=O. The reactants are [Br:1][C:2]1[C:3]([OH:16])=[C:4]2[C:9](=[CH:10][CH:11]=1)[N:8]([C:12](=[O:14])[CH3:13])[C@@H:7]([CH3:15])[CH2:6][CH2:5]2.CS(O[CH2:22][CH:23]([Cl:25])[Cl:24])(=O)=O.C(=O)([O-])[O-].[K+].[K+]. (3) The product is [Br:10][C:6]1[CH:5]=[CH:4][C:3]([S:8][CH3:9])=[C:2]([CH3:1])[CH:7]=1. The yield is 0.960. The reactants are [CH3:1][C:2]1[CH:7]=[CH:6][CH:5]=[CH:4][C:3]=1[S:8][CH3:9].[Br:10]Br. The catalyst is C(Cl)Cl.[Fe]. (4) The reactants are [NH2:1][CH2:2][CH2:3][CH2:4][CH2:5][OH:6].[F:7][C:8]([F:14])([F:13])[C:9](OC)=[O:10]. The catalyst is CO. The product is [F:7][C:8]([F:14])([F:13])[C:9]([NH:1][CH2:2][CH2:3][CH2:4][CH2:5][OH:6])=[O:10]. The yield is 0.854. (5) The reactants are Cl[C:2]1[N:7]=[C:6]([Cl:8])[N:5]=[C:4]([N:9]2[CH:14]([CH3:15])[CH2:13][O:12][CH2:11][CH:10]2[CH3:16])[N:3]=1.[CH3:17][NH:18][C:19]([NH:21][C:22]1[CH:27]=[CH:26][C:25](B2OC(C)(C)C(C)(C)O2)=[CH:24][CH:23]=1)=[O:20]. No catalyst specified. The product is [Cl:8][C:6]1[N:5]=[C:4]([N:9]2[CH:14]([CH3:15])[CH2:13][O:12][CH2:11][CH:10]2[CH3:16])[N:3]=[C:2]([C:25]2[CH:24]=[CH:23][C:22]([NH:21][C:19]([NH:18][CH3:17])=[O:20])=[CH:27][CH:26]=2)[N:7]=1. The yield is 0.160. (6) The reactants are C(N(CC)CC)C.Cl.[CH3:9][O:10][C:11](=[O:24])[C:12]1[CH:17]=[CH:16][CH:15]=[C:14]([CH2:18][NH2:19])[C:13]=1[C:20]([O:22][CH3:23])=[O:21].[CH:25]1([C:28](Cl)=[O:29])[CH2:27][CH2:26]1. The catalyst is ClCCl. The product is [CH3:9][O:10][C:11](=[O:24])[C:12]1[CH:17]=[CH:16][CH:15]=[C:14]([CH2:18][NH:19][C:28]([CH:25]2[CH2:27][CH2:26]2)=[O:29])[C:13]=1[C:20]([O:22][CH3:23])=[O:21]. The yield is 0.930.